This data is from Forward reaction prediction with 1.9M reactions from USPTO patents (1976-2016). The task is: Predict the product of the given reaction. (1) Given the reactants [NH2:1][CH:2]1[C:24](=[O:25])[N:4]2[C:5]([C:21]([OH:23])=[O:22])=[C:6]([CH2:9][S:10][C:11]3[N:15]([CH2:16][S:17]([OH:20])(=[O:19])=[O:18])[N:14]=[N:13][N:12]=3)[CH2:7][S:8][C@H:3]12.[OH-].[Na+].[C:28](=[O:31])(O)[O-].[Na+].Cl.[C:34]([OH:37])(=O)[CH3:35].[C:38](O)(=O)[CH3:39].[CH2:42]([NH:46][CH2:47][CH2:48][NH:49][CH2:50][CH:51]([CH3:53])[CH3:52])[CH:43]([CH3:45])[CH3:44], predict the reaction product. The product is: [CH2:50]([NH:49][CH2:48][CH2:47][NH:46][CH2:42][CH:43]([CH3:45])[CH3:44])[CH:51]([CH3:52])[CH3:53].[C:28]([NH:1][CH:2]1[C:24](=[O:25])[N:4]2[C:5]([C:21]([OH:23])=[O:22])=[C:6]([CH2:9][S:10][C:11]3[N:15]([CH2:16][S:17]([OH:20])(=[O:18])=[O:19])[N:14]=[N:13][N:12]=3)[CH2:7][S:8][C@H:3]12)(=[O:31])[C@@H:34]([C:35]1[CH:39]=[CH:38][CH:44]=[CH:43][CH:42]=1)[OH:37]. (2) Given the reactants [CH3:1][O:2][C:3]1[CH:8]=[C:7]([N:9]2[CH2:14][CH2:13][O:12][CH2:11][CH2:10]2)[C:6]([N+:15]([O-])=O)=[CH:5][C:4]=1[NH:18][C:19]1[N:24]=[C:23]([N:25]2[CH:29]=[C:28]([CH:30]=O)[CH:27]=[N:26]2)[C:22]([CH3:32])=[CH:21][N:20]=1.Cl.[CH3:34][O:35][C@@H:36]1[CH2:40][NH:39][CH2:38][C@@H:37]1[OH:41], predict the reaction product. The product is: [OH:41][C@@H:37]1[C@H:36]([O:35][CH3:34])[CH2:40][N:39]([CH2:30][C:28]2[CH:27]=[N:26][N:25]([C:23]3[C:22]([CH3:32])=[CH:21][N:20]=[C:19]([NH:18][C:4]4[C:3]([O:2][CH3:1])=[CH:8][C:7]([N:9]5[CH2:10][CH2:11][O:12][CH2:13][CH2:14]5)=[C:6]([NH:15][C:3](=[O:2])[CH:4]=[CH2:5])[CH:5]=4)[N:24]=3)[CH:29]=2)[CH2:38]1.